From a dataset of Forward reaction prediction with 1.9M reactions from USPTO patents (1976-2016). Predict the product of the given reaction. (1) Given the reactants [C:1]([O:8][CH3:9])(=[O:7])[CH2:2][C:3]([O:5][CH3:6])=[O:4].[C:10](#[N:12])[CH3:11].Cl[Sn](Cl)(Cl)Cl, predict the reaction product. The product is: [NH2:12][C:10](=[C:2]([C:1]([O:8][CH3:9])=[O:7])[C:3]([O:5][CH3:6])=[O:4])[CH3:11]. (2) Given the reactants FC(F)(F)C(O)=O.C(OC(O[CH:16]([C:27]1[CH:32]=[C:31]([F:33])[CH:30]=[CH:29][C:28]=1[F:34])[C:17]1[N:21]([CH3:22])[C:20]2[CH:23]=[CH:24][CH:25]=[CH:26][C:19]=2[N:18]=1)=O)(C)(C)C.[Cl:35][C:36]1[CH:41]=[CH:40][C:39]([SH:42])=[CH:38][CH:37]=1.C(=O)([O-])[O-].[K+].[K+], predict the reaction product. The product is: [Cl:35][C:36]1[CH:41]=[CH:40][C:39]([S:42][CH:16]([C:27]2[CH:32]=[C:31]([F:33])[CH:30]=[CH:29][C:28]=2[F:34])[C:17]2[N:21]([CH3:22])[C:20]3[CH:23]=[CH:24][CH:25]=[CH:26][C:19]=3[N:18]=2)=[CH:38][CH:37]=1. (3) The product is: [CH2:19]([O:18][C:16](=[O:17])[C:15]([OH:21])=[CH:2][C:1]([C:4]1[CH:14]=[CH:13][C:7]([O:8][CH2:9][C:10]([OH:12])=[O:11])=[CH:6][CH:5]=1)=[O:3])[CH3:20]. Given the reactants [C:1]([C:4]1[CH:14]=[CH:13][C:7]([O:8][CH2:9][C:10]([OH:12])=[O:11])=[CH:6][CH:5]=1)(=[O:3])[CH3:2].[C:15](OCC)(=[O:21])[C:16]([O:18][CH2:19][CH3:20])=[O:17], predict the reaction product. (4) Given the reactants [NH2:1][C:2]1[CH:3]=[N:4][CH:5]=[CH:6][C:7]=1[NH2:8].Cl.C(ONC([CH:16](C)[C:17]([O:19][CH2:20][CH3:21])=[O:18])=N)C, predict the reaction product. The product is: [NH:8]1[C:7]2[CH:6]=[CH:5][N:4]=[CH:3][C:2]=2[N:1]=[C:16]1[C:17]([O:19][CH2:20][CH3:21])=[O:18]. (5) The product is: [N:16]1[CH:17]=[CH:18][C:13]([O:9][CH:6]2[CH2:7][CH2:8][CH:3]([OH:10])[CH2:4][CH2:5]2)=[CH:14][CH:15]=1. Given the reactants [H-].[Na+].[CH:3]1([OH:10])[CH2:8][CH2:7][CH:6]([OH:9])[CH2:5][CH2:4]1.Cl.Cl[C:13]1[CH:18]=[CH:17][N:16]=[CH:15][CH:14]=1, predict the reaction product. (6) The product is: [Br:1][C:2]1[C:3]([CH3:18])=[C:4]([CH:5]=[CH:6][CH:7]=1)[CH:8]=[C:9]1[C:10]2[C:11](=[CH:12][CH:13]=[CH:14][CH:15]=2)[CH2:16][O:17]1. Given the reactants [Br:1][C:2]1[C:3]([CH3:18])=[C:4]([C:8]#[C:9][C:10]2[CH:15]=[CH:14][CH:13]=[CH:12][C:11]=2[CH2:16][OH:17])[CH:5]=[CH:6][CH:7]=1.[F-].C([N+](CCCC)(CCCC)CCCC)CCC, predict the reaction product. (7) Given the reactants [C:1]([O:14][CH2:15][C:16]1[CH:21]=[CH:20][CH:19]=[CH:18][CH:17]=1)(=[O:13])[CH2:2][C:3]([O:5][CH2:6][C:7]1[CH:12]=[CH:11][CH:10]=[CH:9][CH:8]=1)=[O:4].ClC[CH2:24][CH:25]([O:27][CH:28](Cl)CCCl)Cl.C(=O)([O-])[O-].[K+].[K+].C1OCCOCCOCCOCCOCCOC1, predict the reaction product. The product is: [CH2:6]([O:5][C:3]([C:2]1([C:1]([O:14][CH2:15][C:16]2[CH:17]=[CH:18][CH:19]=[CH:20][CH:21]=2)=[O:13])[CH2:24][CH2:25][O:27][CH2:28]1)=[O:4])[C:7]1[CH:12]=[CH:11][CH:10]=[CH:9][CH:8]=1.